This data is from Peptide-MHC class I binding affinity with 185,985 pairs from IEDB/IMGT. The task is: Regression. Given a peptide amino acid sequence and an MHC pseudo amino acid sequence, predict their binding affinity value. This is MHC class I binding data. (1) The MHC is HLA-B15:17 with pseudo-sequence HLA-B15:17. The peptide sequence is LLRRRPYPL. The binding affinity (normalized) is 0.0847. (2) The peptide sequence is YLVCGERGFF. The MHC is HLA-A02:01 with pseudo-sequence HLA-A02:01. The binding affinity (normalized) is 0.113. (3) The peptide sequence is IVSKCIVQSV. The MHC is HLA-A02:03 with pseudo-sequence HLA-A02:03. The binding affinity (normalized) is 0.683. (4) The binding affinity (normalized) is 0.0847. The MHC is HLA-B46:01 with pseudo-sequence HLA-B46:01. The peptide sequence is QQRPDLILV. (5) The peptide sequence is EYLDLQTQG. The MHC is H-2-Kd with pseudo-sequence H-2-Kd. The binding affinity (normalized) is 0.206. (6) The binding affinity (normalized) is 0.0847. The MHC is HLA-B08:01 with pseudo-sequence HLA-B08:01. The peptide sequence is MEFEPFQSL. (7) The peptide sequence is DHHFTPQII. The MHC is HLA-A01:01 with pseudo-sequence HLA-A01:01. The binding affinity (normalized) is 0.354. (8) The peptide sequence is FPLCANGQVF. The MHC is Patr-B1301 with pseudo-sequence Patr-B1301. The binding affinity (normalized) is 0.993. (9) The peptide sequence is FLSFASLFL. The MHC is HLA-A68:02 with pseudo-sequence HLA-A68:02. The binding affinity (normalized) is 0.346. (10) The binding affinity (normalized) is 0.200. The peptide sequence is VARLSSNSRIL. The MHC is Patr-B0101 with pseudo-sequence Patr-B0101.